From a dataset of Full USPTO retrosynthesis dataset with 1.9M reactions from patents (1976-2016). Predict the reactants needed to synthesize the given product. (1) Given the product [NH2:2][C:3]1[CH:8]=[CH:7][C:6]([O:9][C:22]2[CH:21]=[CH:20][N:19]=[C:18]([C:24]([NH2:26])=[O:25])[C:17]=2[Cl:16])=[CH:5][CH:4]=1, predict the reactants needed to synthesize it. The reactants are: Cl.[NH2:2][C:3]1[CH:8]=[CH:7][C:6]([OH:9])=[CH:5][CH:4]=1.CC([O-])(C)C.[K+].[Cl:16][C:17]1[C:18]([C:24]([NH2:26])=[O:25])=[N:19][CH:20]=[CH:21][C:22]=1Cl. (2) Given the product [ClH:1].[N:6]1[CH:7]=[CH:8][C:3]([C:15]2[CH:16]=[CH:17][C:12]([C:9]([OH:11])=[O:10])=[CH:13][CH:14]=2)=[CH:4][CH:5]=1, predict the reactants needed to synthesize it. The reactants are: [ClH:1].Br[C:3]1[CH:8]=[CH:7][N:6]=[CH:5][CH:4]=1.[C:9]([C:12]1[CH:17]=[CH:16][C:15](B(O)O)=[CH:14][CH:13]=1)([OH:11])=[O:10].C(=O)([O-])[O-].[Na+].[Na+].C(OCC)(=O)C. (3) Given the product [F:20][C:21]1[CH:26]=[CH:25][C:24]([S:27]([N:6]2[CH2:5][C:4]3([CH2:11][CH2:10][N:9]([CH3:12])[CH2:8][CH2:7]3)[S:3][CH:2]2[CH3:1])(=[O:29])=[O:28])=[CH:23][CH:22]=1, predict the reactants needed to synthesize it. The reactants are: [CH3:1][CH:2]1[NH:6][CH2:5][C:4]2([CH2:11][CH2:10][N:9]([CH3:12])[CH2:8][CH2:7]2)[S:3]1.C(N(CC)CC)C.[F:20][C:21]1[CH:26]=[CH:25][C:24]([S:27](Cl)(=[O:29])=[O:28])=[CH:23][CH:22]=1. (4) Given the product [O:4]1[CH2:5][CH2:6][N:1]([CH2:8][CH:9]([OH:7])[CH2:10][C:11]([F:22])([F:23])[C:12]([F:20])([F:21])[C:13]([F:18])([F:19])[C:14]([F:15])([F:17])[F:16])[CH2:2][CH2:3]1, predict the reactants needed to synthesize it. The reactants are: [NH:1]1[CH2:6][CH2:5][O:4][CH2:3][CH2:2]1.[O:7]1[CH:9]([CH2:10][C:11]([F:23])([F:22])[C:12]([F:21])([F:20])[C:13]([F:19])([F:18])[C:14]([F:17])([F:16])[F:15])[CH2:8]1. (5) Given the product [Br:14][C:12]1[S:13][C:9]2[CH2:8][CH2:7][CH2:6][CH:5]([OH:4])[C:10]=2[CH:11]=1, predict the reactants needed to synthesize it. The reactants are: C([O:4][CH:5]1[C:10]2[CH:11]=[CH:12][S:13][C:9]=2[CH2:8][CH2:7][CH2:6]1)(=O)C.[Br:14]N1C(=O)CCC1=O.O.[OH-].[Na+]. (6) Given the product [CH3:1][N:2]([CH3:17])[CH2:3][CH2:4][N:5]1[C:13]2[C:8](=[CH:9][CH:10]=[C:11]([NH2:14])[CH:12]=2)[CH:7]=[N:6]1, predict the reactants needed to synthesize it. The reactants are: [CH3:1][N:2]([CH3:17])[CH2:3][CH2:4][N:5]1[C:13]2[C:8](=[CH:9][CH:10]=[C:11]([N+:14]([O-])=O)[CH:12]=2)[CH:7]=[N:6]1.[Cl-].[NH4+]. (7) The reactants are: C([O:8][CH2:9][C@H:10]([NH:41][C:42](=[O:50])[CH2:43][N:44]1[CH2:49][CH2:48][O:47][CH2:46][CH2:45]1)[C:11]([NH:13][C@@H:14]([CH2:32][C:33]1[CH:38]=[CH:37][C:36]([O:39][CH3:40])=[CH:35][CH:34]=1)[C:15]([NH:17][C@@H:18]([CH2:25][C:26]1[CH:31]=[CH:30][CH:29]=[CH:28][CH:27]=1)[C:19]([C@@:21]1([CH3:24])[CH2:23][O:22]1)=[O:20])=[O:16])=[O:12])C1C=CC=CC=1. Given the product [OH:8][CH2:9][C@H:10]([NH:41][C:42](=[O:50])[CH2:43][N:44]1[CH2:45][CH2:46][O:47][CH2:48][CH2:49]1)[C:11]([NH:13][C@@H:14]([CH2:32][C:33]1[CH:34]=[CH:35][C:36]([O:39][CH3:40])=[CH:37][CH:38]=1)[C:15]([NH:17][C@@H:18]([CH2:25][C:26]1[CH:27]=[CH:28][CH:29]=[CH:30][CH:31]=1)[C:19]([C@@:21]1([CH3:24])[CH2:23][O:22]1)=[O:20])=[O:16])=[O:12], predict the reactants needed to synthesize it. (8) Given the product [C:13]([O:17][C:18](=[O:28])[NH:19][C:20]1[S:21][C:22]([CH2:25][CH2:26][NH:27][C:2]2[C:7]([C:8]#[N:9])=[CH:6][N:5]=[C:4]3[CH:10]=[CH:11][S:12][C:3]=23)=[CH:23][N:24]=1)([CH3:16])([CH3:14])[CH3:15], predict the reactants needed to synthesize it. The reactants are: Cl[C:2]1[C:7]([C:8]#[N:9])=[CH:6][N:5]=[C:4]2[CH:10]=[CH:11][S:12][C:3]=12.[C:13]([O:17][C:18](=[O:28])[NH:19][C:20]1[S:21][C:22]([CH2:25][CH2:26][NH2:27])=[CH:23][N:24]=1)([CH3:16])([CH3:15])[CH3:14].C(N(CC)CC)C. (9) The reactants are: [C:1]([C:5]1[C:6]([N+:19]([O-])=O)=[CH:7][C:8]([N+]([O-])=O)=[C:9](/[CH:11]=[CH:12]/[N:13](C)C)[CH:10]=1)([CH3:4])([CH3:3])[CH3:2].O.O.[Sn](Cl)Cl. Given the product [C:1]([C:5]1[CH:10]=[C:9]2[C:8](=[CH:7][C:6]=1[NH2:19])[NH:13][CH:12]=[CH:11]2)([CH3:2])([CH3:3])[CH3:4], predict the reactants needed to synthesize it. (10) Given the product [F:17][C:12]1[C:11]2[CH:10]=[C:9]3[C:18]4[N:19]=[C:2]([C:36]5[C:37]([N:39]([CH3:44])[S:40]([CH3:43])(=[O:42])=[O:41])=[CH:38][C:33]6[O:32][C:31]([C:54]7[CH:55]=[N:56][C:57]([CH3:60])=[CH:58][CH:59]=7)=[C:30]([C:28]([NH:27][CH3:26])=[O:29])[C:34]=6[CH:35]=5)[CH:3]=[CH:4][C:5]=4[N:6]=[C:7]([CH2:20][N:21]4[CH2:24][CH:23]([F:25])[CH2:22]4)[N:8]3[C:16]=2[CH:15]=[CH:14][CH:13]=1, predict the reactants needed to synthesize it. The reactants are: Cl[C:2]1[CH:3]=[CH:4][C:5]2[N:6]=[C:7]([CH2:20][N:21]3[CH2:24][CH:23]([F:25])[CH2:22]3)[N:8]3[C:16]4[CH:15]=[CH:14][CH:13]=[C:12]([F:17])[C:11]=4[CH:10]=[C:9]3[C:18]=2[N:19]=1.[CH3:26][NH:27][C:28]([C:30]1[C:34]2[CH:35]=[C:36](B3OC(C)(C)C(C)(C)O3)[C:37]([N:39]([CH3:44])[S:40]([CH3:43])(=[O:42])=[O:41])=[CH:38][C:33]=2[O:32][C:31]=1[C:54]1[CH:55]=[N:56][C:57]([CH3:60])=[CH:58][CH:59]=1)=[O:29].C([O-])([O-])=O.[K+].[K+].CC(C1C=C(C(C)C)C(C2C=CC=CC=2P(C2CCCCC2)C2CCCCC2)=C(C(C)C)C=1)C.